This data is from Forward reaction prediction with 1.9M reactions from USPTO patents (1976-2016). The task is: Predict the product of the given reaction. Given the reactants [F:1][C:2]1[CH:34]=[C:33]([F:35])[CH:32]=[CH:31][C:3]=1[O:4][C:5]1[CH:10]=[CH:9][C:8]([NH:11][S:12]([CH2:15][CH3:16])(=[O:14])=[O:13])=[CH:7][C:6]=1[C:17]1[CH:22]=[C:21]([C:23]#[C:24][Si](C)(C)C)[C:20](=[O:29])[N:19]([CH3:30])[CH:18]=1.C([O-])([O-])=O.[K+].[K+].O, predict the reaction product. The product is: [F:1][C:2]1[CH:34]=[C:33]([F:35])[CH:32]=[CH:31][C:3]=1[O:4][C:5]1[CH:10]=[CH:9][C:8]([NH:11][S:12]([CH2:15][CH3:16])(=[O:13])=[O:14])=[CH:7][C:6]=1[C:17]1[CH:22]=[C:21]([C:23]#[CH:24])[C:20](=[O:29])[N:19]([CH3:30])[CH:18]=1.